From a dataset of Human liver microsome stability data. Regression/Classification. Given a drug SMILES string, predict its absorption, distribution, metabolism, or excretion properties. Task type varies by dataset: regression for continuous measurements (e.g., permeability, clearance, half-life) or binary classification for categorical outcomes (e.g., BBB penetration, CYP inhibition). Dataset: hlm. (1) The molecule is Cc1ccc(Cl)cc1N1CCN(c2ccc(C(=O)N[C@H](Cc3c[nH]c4ccccc34)C(=O)Nc3ccncc3)c(F)c2)CC1. The result is 1 (stable in human liver microsomes). (2) The drug is Fc1ccc(C(c2nnnn2Cc2ccccc2)N2CCN(CC3CCCO3)CC2)cc1. The result is 1 (stable in human liver microsomes). (3) The drug is COc1ccc2[nH]c(C(=O)N3CC(=O)N(Cc4cccc(C5(O)COC5)c4)[C@@H](Cc4ccccc4)C3)cc2c1. The result is 1 (stable in human liver microsomes). (4) The molecule is CC(C)(O)CC(=O)NCCSc1nonc1C(=NO)Nc1ccc(F)c(C(F)F)c1. The result is 0 (unstable in human liver microsomes). (5) The molecule is COc1ccc2nc(NC(=O)C(CC3CCCC3)c3ccc(S(=O)(=O)NCc4ccco4)cc3)sc2n1. The result is 0 (unstable in human liver microsomes).